This data is from Forward reaction prediction with 1.9M reactions from USPTO patents (1976-2016). The task is: Predict the product of the given reaction. Given the reactants Cl.[CH3:2][NH:3][OH:4].[CH3:5][O-:6].[Na+].[Br:8][C:9]1[CH:10]=[C:11]2C(=[CH:17][CH:18]=1)O[CH:14]([CH:19]1[CH2:24][CH2:23][O:22][CH2:21][CH2:20]1)[CH2:13]/[C:12]/2=[N:25]\[C:26]#[N:27], predict the reaction product. The product is: [Br:8][C:9]1[CH:10]=[C:11]2[C:12]3([O:4][N:3]([CH3:2])[C:26]([NH2:27])=[N:25]3)[CH2:13][CH:14]([CH:19]3[CH2:20][CH2:21][O:22][CH2:23][CH2:24]3)[O:6][C:5]2=[CH:17][CH:18]=1.